Dataset: Peptide-MHC class II binding affinity with 134,281 pairs from IEDB. Task: Regression. Given a peptide amino acid sequence and an MHC pseudo amino acid sequence, predict their binding affinity value. This is MHC class II binding data. (1) The peptide sequence is SEELRSLYNTVATLYCVHQ. The MHC is DRB1_0901 with pseudo-sequence DRB1_0901. The binding affinity (normalized) is 0.503. (2) The peptide sequence is YDKFLANVSTVLTGN. The MHC is DRB3_0202 with pseudo-sequence DRB3_0202. The binding affinity (normalized) is 0.994. (3) The binding affinity (normalized) is 0.652. The MHC is HLA-DQA10501-DQB10201 with pseudo-sequence HLA-DQA10501-DQB10201. The peptide sequence is EWVAMTKGEGGVWTFDSEEP.